The task is: Predict the product of the given reaction.. This data is from Forward reaction prediction with 1.9M reactions from USPTO patents (1976-2016). (1) Given the reactants [NH2:1][C:2]1[O:6][N:5]=[C:4]([C:7]2[CH:12]=[CH:11][CH:10]=[CH:9][C:8]=2[Cl:13])[C:3]=1[C:14]([OH:16])=O.Cl.C(N=C=NCCCN(C)C)C.[F:29][C:30]1[CH:35]=[CH:34][CH:33]=[CH:32][C:31]=1[N:36]1[CH2:41][CH2:40][NH:39][CH2:38][CH2:37]1, predict the reaction product. The product is: [NH2:1][C:2]1[O:6][N:5]=[C:4]([C:7]2[CH:12]=[CH:11][CH:10]=[CH:9][C:8]=2[Cl:13])[C:3]=1[C:14]([N:39]1[CH2:38][CH2:37][N:36]([C:31]2[CH:32]=[CH:33][CH:34]=[CH:35][C:30]=2[F:29])[CH2:41][CH2:40]1)=[O:16]. (2) Given the reactants [CH2:1]([OH:6])[CH:2]=[CH:3][CH2:4][OH:5].[CH:7]1([O:12][C:13]2[CH:14]=[C:15]([CH:19]=[CH:20][C:21]=2[O:22][CH3:23])[CH:16]=[N:17][OH:18])[CH2:11][CH2:10][CH2:9][CH2:8]1.Cl[O-].[Na+], predict the reaction product. The product is: [CH:7]1([O:12][C:13]2[CH:14]=[C:15]([C:16]3[CH:3]([CH2:4][OH:5])[CH:2]([CH2:1][OH:6])[O:18][N:17]=3)[CH:19]=[CH:20][C:21]=2[O:22][CH3:23])[CH2:8][CH2:9][CH2:10][CH2:11]1. (3) Given the reactants [CH:1]1([C:4]2[O:5][CH:6]=[C:7]([C:9]3[CH:25]=[CH:24][C:12]([CH2:13][NH:14][CH2:15][CH2:16][C:17]4[CH:22]=[CH:21][C:20]([OH:23])=[CH:19][CH:18]=4)=[CH:11][CH:10]=3)[N:8]=2)[CH2:3][CH2:2]1.C([O-])([O-])=O.[Cs+].[Cs+].[CH2:32]([O:34][C:35](=[O:40])[C:36](Br)([CH3:38])[CH3:37])[CH3:33].FC(F)(F)OC1C=CC(CBr)=CC=1, predict the reaction product. The product is: [CH:1]1([C:4]2[O:5][CH:6]=[C:7]([C:9]3[CH:25]=[CH:24][C:12]([CH2:13][NH:14][CH2:15][CH2:16][C:17]4[CH:18]=[CH:19][C:20]([O:23][C:36]([CH3:38])([CH3:37])[C:35]([O:34][CH2:32][CH3:33])=[O:40])=[CH:21][CH:22]=4)=[CH:11][CH:10]=3)[N:8]=2)[CH2:3][CH2:2]1. (4) Given the reactants B(Br)(Br)Br.C[O:6][C:7]1[CH:8]=[C:9]([CH:15]=[CH:16][C:17]2[O:21][N:20]=[C:19]([CH2:22][CH2:23][CH2:24][CH2:25][CH2:26][CH2:27][CH2:28][CH3:29])[N:18]=2)[CH:10]=[CH:11][C:12]=1[O:13]C, predict the reaction product. The product is: [CH2:22]([C:19]1[N:18]=[C:17]([CH:16]=[CH:15][C:9]2[CH:8]=[C:7]([OH:6])[C:12]([OH:13])=[CH:11][CH:10]=2)[O:21][N:20]=1)[CH2:23][CH2:24][CH2:25][CH2:26][CH2:27][CH2:28][CH3:29]. (5) Given the reactants P12(SP3(SP(SP(S3)(S1)=S)(=S)S2)=S)=S.[Cl:15][C:16]1[CH:21]=[C:20]([Cl:22])[CH:19]=[CH:18][C:17]=1[C:23]1[C:31]2[C:27](=[C:28]([CH2:33][C:34]#[N:35])[N:29]([CH3:32])[N:30]=2)[CH:26]=[CH:25][CH:24]=1.O.[CH2:37](N)[CH2:38][NH2:39], predict the reaction product. The product is: [Cl:15][C:16]1[CH:21]=[C:20]([Cl:22])[CH:19]=[CH:18][C:17]=1[C:23]1[C:31]2[C:27](=[C:28]([CH2:33][C:34]3[NH:39][CH2:38][CH2:37][N:35]=3)[N:29]([CH3:32])[N:30]=2)[CH:26]=[CH:25][CH:24]=1. (6) Given the reactants [OH:1][CH:2]([CH:19]=[CH2:20])[CH:3]([C:11]([O:13][CH:14]([CH:17]=[CH2:18])[CH:15]=[CH2:16])=[O:12])[CH2:4][CH2:5][CH2:6][CH2:7][C:8]([OH:10])=[O:9].[CH3:21][Si](C=[N+]=[N-])(C)C, predict the reaction product. The product is: [OH:1][CH:2]([CH:3]([CH2:4][CH2:5][CH2:6][CH2:7][C:8]([O:10][CH3:21])=[O:9])[C:11]([O:13][CH:14]([CH:17]=[CH2:18])[CH:15]=[CH2:16])=[O:12])[CH:19]=[CH2:20].